From a dataset of Forward reaction prediction with 1.9M reactions from USPTO patents (1976-2016). Predict the product of the given reaction. (1) Given the reactants [N+:1]([C:4]1[C:9]2[N:10]=[C:11]([NH:13][CH:14]3[CH2:19][CH2:18][NH:17][CH2:16][CH2:15]3)[O:12][C:8]=2[CH:7]=[CH:6][CH:5]=1)([O-:3])=[O:2].[Cl:20][C:21]1[CH:28]=[CH:27][C:24]([CH:25]=O)=[CH:23][C:22]=1[O:29][CH2:30][CH3:31].C([BH3-])#N.[Na+].C(N(C(C)C)C(C)C)C, predict the reaction product. The product is: [Cl:20][C:21]1[CH:28]=[CH:27][C:24]([CH2:25][N:17]2[CH2:18][CH2:19][CH:14]([NH:13][C:11]3[O:12][C:8]4[CH:7]=[CH:6][CH:5]=[C:4]([N+:1]([O-:3])=[O:2])[C:9]=4[N:10]=3)[CH2:15][CH2:16]2)=[CH:23][C:22]=1[O:29][CH2:30][CH3:31]. (2) The product is: [CH3:25][O:24][C:22]([C:19]1([O:18][C:2]2[C:11]([N+:12]([O-:14])=[O:13])=[CH:10][C:5]([C:6]([O:8][CH3:9])=[O:7])=[C:4]([CH3:15])[CH:3]=2)[CH2:21][CH2:20]1)=[O:23]. Given the reactants F[C:2]1[C:11]([N+:12]([O-:14])=[O:13])=[CH:10][C:5]([C:6]([O:8][CH3:9])=[O:7])=[C:4]([CH3:15])[CH:3]=1.[H-].[Na+].[OH:18][C:19]1([C:22]([O:24][CH3:25])=[O:23])[CH2:21][CH2:20]1.Cl, predict the reaction product. (3) Given the reactants C[O:2][C:3](=[O:24])[C:4]1[CH:9]=[C:8]([C:10]2[S:11][CH:12]=[C:13]([C:15]3[CH:20]=[CH:19][C:18]([Cl:21])=[C:17]([Cl:22])[CH:16]=3)[N:14]=2)[CH:7]=[CH:6][C:5]=1Br.[Cl:25][C:26]1[CH:31]=[CH:30][C:29]([O:32][C:33]([F:36])([F:35])[F:34])=[CH:28][C:27]=1B(O)O, predict the reaction product. The product is: [Cl:25][C:26]1[CH:27]=[CH:28][C:29]([O:32][C:33]([F:34])([F:35])[F:36])=[CH:30][C:31]=1[C:5]1[C:4]([C:3]([OH:2])=[O:24])=[CH:9][C:8]([C:10]2[S:11][CH:12]=[C:13]([C:15]3[CH:20]=[CH:19][C:18]([Cl:21])=[C:17]([Cl:22])[CH:16]=3)[N:14]=2)=[CH:7][CH:6]=1. (4) Given the reactants [NH2:1][C:2]1[CH:3]=[CH:4][C:5]([O:18][C:19]2[CH:24]=[CH:23][CH:22]=[CH:21][CH:20]=2)=[C:6]([C:8]2[C:9]([O:16][CH3:17])=[CH:10][C:11](=[O:15])[N:12]([CH3:14])[N:13]=2)[CH:7]=1.[C:25](Cl)(=[O:29])[O:26][CH2:27][CH3:28].C(N(CC)CC)C, predict the reaction product. The product is: [CH2:27]([O:26][C:25](=[O:29])[NH:1][C:2]1[CH:3]=[CH:4][C:5]([O:18][C:19]2[CH:20]=[CH:21][CH:22]=[CH:23][CH:24]=2)=[C:6]([C:8]2[C:9]([O:16][CH3:17])=[CH:10][C:11](=[O:15])[N:12]([CH3:14])[N:13]=2)[CH:7]=1)[CH3:28].